From a dataset of Catalyst prediction with 721,799 reactions and 888 catalyst types from USPTO. Predict which catalyst facilitates the given reaction. (1) Product: [CH3:1][N:2]([CH3:8])[C@@H:3]1[CH2:7][CH2:6][N:5]([C:10]2[C:15]([N+:16]([O-:18])=[O:17])=[CH:14][C:13]([NH:19][C:20]3[N:25]=[C:24]([C:26]4[C:34]5[C:29](=[CH:30][CH:31]=[CH:32][CH:33]=5)[N:28]([CH3:35])[CH:27]=4)[CH:23]=[CH:22][N:21]=3)=[C:12]([O:36][CH3:37])[CH:11]=2)[CH2:4]1. The catalyst class is: 836. Reactant: [CH3:1][N:2]([CH3:8])[C@@H:3]1[CH2:7][CH2:6][NH:5][CH2:4]1.F[C:10]1[C:15]([N+:16]([O-:18])=[O:17])=[CH:14][C:13]([NH:19][C:20]2[N:25]=[C:24]([C:26]3[C:34]4[C:29](=[CH:30][CH:31]=[CH:32][CH:33]=4)[N:28]([CH3:35])[CH:27]=3)[CH:23]=[CH:22][N:21]=2)=[C:12]([O:36][CH3:37])[CH:11]=1.ClC1C(C2C3C(=CC=CC=3)N(C)C=2)=NC(NC2C=C([N+]([O-])=O)C(F)=CC=2OC)=NC=1. (2) Reactant: [Cl:1][C:2]1[CH:3]=[CH:4][CH:5]=[C:6]([OH:18])[C:7]=1[C:8]1[CH:13]=[CH:12][CH:11]=[CH:10][C:9]=1[C:14]([F:17])([F:16])[F:15].[CH3:19][O-:20].[Mg+2].C[O-].C=O.S(=O)(=O)(O)O. The catalyst class is: 5. Product: [Cl:1][C:2]1[C:7]([C:8]2[CH:13]=[CH:12][CH:11]=[CH:10][C:9]=2[C:14]([F:16])([F:17])[F:15])=[C:6]([OH:18])[C:5]([CH:19]=[O:20])=[CH:4][CH:3]=1. (3) Reactant: B(Br)(Br)Br.C([O:12][CH2:13][CH2:14][CH2:15][CH2:16][S:17][CH2:18][CH2:19][CH2:20][C:21]([F:27])([F:26])[C:22]([F:25])([F:24])[F:23])C1C=CC=CC=1.O. Product: [F:27][C:21]([F:26])([C:22]([F:23])([F:24])[F:25])[CH2:20][CH2:19][CH2:18][S:17][CH2:16][CH2:15][CH2:14][CH2:13][OH:12]. The catalyst class is: 2.